From a dataset of Catalyst prediction with 721,799 reactions and 888 catalyst types from USPTO. Predict which catalyst facilitates the given reaction. (1) Reactant: [O:1]=[C:2]1[C:6]2([CH2:12][CH2:11][CH2:10][N:9]([C:13]([O:15][C:16]([CH3:19])([CH3:18])[CH3:17])=[O:14])[CH2:8][CH2:7]2)[CH:5]([C:20]2[CH:25]=[CH:24][CH:23]=[CH:22][CH:21]=2)[CH2:4][NH:3]1.[Li+].[CH3:27][Si]([N-][Si](C)(C)C)(C)C.IC. Product: [CH3:27][N:3]1[CH2:4][CH:5]([C:20]2[CH:21]=[CH:22][CH:23]=[CH:24][CH:25]=2)[C:6]2([CH2:12][CH2:11][CH2:10][N:9]([C:13]([O:15][C:16]([CH3:18])([CH3:19])[CH3:17])=[O:14])[CH2:8][CH2:7]2)[C:2]1=[O:1]. The catalyst class is: 1. (2) Reactant: C(=O)([O-])[O-].[Na+].[Na+].[ClH:7].FC1C=[CH:13][C:12]([C:15]2[CH:16]=[CH:17][C:18]3[C:22]([C:23]4[CH:24]=[N:25][CH:26]=[CH:27][CH:28]=4)=[CH:21][S:20][C:19]=3[CH:29]=2)=[CH:11][CH:10]=1.[S:30]1C=CC(B(O)O)=C1. Product: [ClH:7].[S:30]1[CH:10]=[CH:11][C:12]([C:15]2[CH:16]=[CH:17][C:18]3[C:22]([C:23]4[CH:24]=[N:25][CH:26]=[CH:27][CH:28]=4)=[CH:21][S:20][C:19]=3[CH:29]=2)=[CH:13]1. The catalyst class is: 56. (3) Reactant: [CH3:1][NH:2][NH2:3].[Cl:4][C:5]1[CH:10]=[CH:9][C:8]([NH:11][C:12]([NH:14][C:15]2[CH:16]=[C:17]3[C:22](=[CH:23][CH:24]=2)[O:21][CH:20]=[CH:19][C:18]3=O)=[O:13])=[CH:7][CH:6]=1. Product: [Cl:4][C:5]1[CH:10]=[CH:9][C:8]([NH:11][C:12]([NH:14][C:15]2[CH:24]=[CH:23][C:22]([OH:21])=[C:17]([C:18]3[N:2]([CH3:1])[N:3]=[CH:20][CH:19]=3)[CH:16]=2)=[O:13])=[CH:7][CH:6]=1. The catalyst class is: 17. (4) Reactant: C([N:8]1[C:12]([C:13]2[CH:14]=[N:15][C:16]([C:19]3[CH:24]=[CH:23][CH:22]=[CH:21][CH:20]=3)=[N:17][CH:18]=2)=[CH:11][N:10]=[C:9]1[C:25]1[CH:30]=[CH:29][CH:28]=[CH:27][CH:26]=1)C1C=CC=CC=1.C([O-])=O.[NH4+]. Product: [C:19]1([C:16]2[N:15]=[CH:14][C:13]([C:12]3[NH:8][C:9]([C:25]4[CH:26]=[CH:27][CH:28]=[CH:29][CH:30]=4)=[N:10][CH:11]=3)=[CH:18][N:17]=2)[CH:24]=[CH:23][CH:22]=[CH:21][CH:20]=1. The catalyst class is: 19. (5) Reactant: C([NH:4][C:5]1[CH:6]=[C:7]([OH:14])[C:8](=[CH:12][CH:13]=1)[C:9]([OH:11])=O)(=O)C.Cl.C([O:20][C:21](=[O:33])[C@H:22]([CH2:24][CH2:25][C:26]([O:28]C(C)(C)C)=[O:27])[NH2:23])(C)(C)C.CN(C(ON1N=NC2C=CC=CC1=2)=[N+](C)C)C.[B-](F)(F)(F)F.C1C=CC2N(O)N=NC=2C=1.CCN(C(C)C)C(C)C.C(=O)([O-])[O-].[Na+].[Na+]. Product: [NH2:4][C:5]1[CH:13]=[CH:12][C:8]([C:9]([NH:23][C@H:22]([C:21]([OH:33])=[O:20])[CH2:24][CH2:25][C:26]([OH:28])=[O:27])=[O:11])=[C:7]([OH:14])[CH:6]=1. The catalyst class is: 3.